From a dataset of Reaction yield outcomes from USPTO patents with 853,638 reactions. Predict the reaction yield, written as a fraction of the theoretical maximum amount of product (1.0 means a 100% yield; for example, 0.34 means a 34% yield). (1) The reactants are S(O[CH2:6][C:7]1[CH:12]=[C:11]([NH:13][C:14]([O:16][C:17]([CH3:20])([CH3:19])[CH3:18])=[O:15])[CH:10]=[CH:9][C:8]=1[Cl:21])(=O)(=O)C.[C-:22]#[N:23].[Na+].O. The catalyst is CS(C)=O. The product is [Cl:21][C:8]1[CH:9]=[CH:10][C:11]([NH:13][C:14]([O:16][C:17]([CH3:20])([CH3:19])[CH3:18])=[O:15])=[CH:12][C:7]=1[CH2:6][C:22]#[N:23]. The yield is 0.650. (2) The reactants are [F:1][C:2]1[CH:3]=[CH:4][C:5]([C:8]([C:10]2[C:19]([N+:20]([O-])=O)=[C:18]3[C:13]([CH:14]=[CH:15][CH:16]=[N:17]3)=[CH:12][CH:11]=2)=[O:9])=[N:6][CH:7]=1. The catalyst is C1COCC1.[Pd]. The product is [F:1][C:2]1[CH:3]=[CH:4][C:5]([C:8]([C:10]2[C:19]([NH2:20])=[C:18]3[C:13]([CH:14]=[CH:15][CH:16]=[N:17]3)=[CH:12][CH:11]=2)=[O:9])=[N:6][CH:7]=1. The yield is 0.430. (3) The reactants are [CH3:1][C:2]([C:7]1[CH:12]=[CH:11][CH:10]=[CH:9][CH:8]=1)([CH3:6])[C:3]([OH:5])=O.C(N(CC)C(C)C)(C)C.F[P-](F)(F)(F)(F)F.N1(OC(N(C)C)=[N+](C)C)C2N=CC=CC=2N=N1.[CH3:46][O:47][C:48]1[CH:49]=[C:50]([CH:53]=[CH:54][C:55]=1[O:56][CH3:57])[CH2:51][NH2:52]. The yield is 0.950. The product is [CH3:46][O:47][C:48]1[CH:49]=[C:50]([CH:53]=[CH:54][C:55]=1[O:56][CH3:57])[CH2:51][NH:52][C:3](=[O:5])[C:2]([C:7]1[CH:12]=[CH:11][CH:10]=[CH:9][CH:8]=1)([CH3:1])[CH3:6]. The catalyst is CN(C=O)C.CCOC(C)=O. (4) The reactants are [NH2:1][C:2]1[S:3][C:4]2[N:5]=[C:6]([N:11]([CH3:32])[C:12]3[CH:13]=[C:14]([NH:18][C:19](=[O:31])[C:20]4[CH:25]=[CH:24][CH:23]=[C:22]([C:26]([C:29]#[N:30])([CH3:28])[CH3:27])[CH:21]=4)[CH:15]=[CH:16][CH:17]=3)[N:7]=[CH:8][C:9]=2[N:10]=1.[C:33](Cl)(=[O:42])[CH:34]=[CH:35][C:36]1[CH:41]=[CH:40][CH:39]=[CH:38][CH:37]=1.C(=O)([O-])O.[Na+]. The catalyst is N1C=CC=CC=1. The product is [C:29]([C:26]([C:22]1[CH:21]=[C:20]([CH:25]=[CH:24][CH:23]=1)[C:19]([NH:18][C:14]1[CH:15]=[CH:16][CH:17]=[C:12]([N:11]([CH3:32])[C:6]2[N:7]=[CH:8][C:9]3[N:10]=[C:2]([NH:1][C:33](=[O:42])/[CH:34]=[CH:35]/[C:36]4[CH:41]=[CH:40][CH:39]=[CH:38][CH:37]=4)[S:3][C:4]=3[N:5]=2)[CH:13]=1)=[O:31])([CH3:27])[CH3:28])#[N:30]. The yield is 0.770. (5) The reactants are [CH:1]1([N:4]2[C:13]3[C:8](=[CH:9][C:10]([F:15])=[C:11](Cl)[N:12]=3)[C:7](=[O:16])[C:6]([C:17]([OH:19])=[O:18])=[CH:5]2)[CH2:3][CH2:2]1.[CH3:20][O:21][N:22]=[C:23]1[C:27]2([CH2:30][N:29]([C:31]([O:33][C:34]([CH3:37])([CH3:36])[CH3:35])=[O:32])[CH2:28]2)[CH2:26][NH:25][CH2:24]1. The catalyst is C(#N)C. The product is [C:34]([O:33][C:31]([N:29]1[CH2:30][C:27]2([C:23](=[N:22][O:21][CH3:20])[CH2:24][N:25]([C:11]3[N:12]=[C:13]4[C:8]([C:7](=[O:16])[C:6]([C:17]([OH:19])=[O:18])=[CH:5][N:4]4[CH:1]4[CH2:3][CH2:2]4)=[CH:9][C:10]=3[F:15])[CH2:26]2)[CH2:28]1)=[O:32])([CH3:37])([CH3:36])[CH3:35]. The yield is 0.939.